This data is from Full USPTO retrosynthesis dataset with 1.9M reactions from patents (1976-2016). The task is: Predict the reactants needed to synthesize the given product. (1) Given the product [Si:1]([O:18][CH2:19][C:20]1[C:25]([N:26]2[CH2:31][C@H:30]([CH3:32])[O:29][C@H:28]([CH3:33])[CH2:27]2)=[C:24]([F:34])[C:23]([F:35])=[C:22]([C:38](=[O:39])[CH2:37][Cl:36])[CH:21]=1)([C:14]([CH3:16])([CH3:17])[CH3:15])([C:2]1[CH:7]=[CH:6][CH:5]=[CH:4][CH:3]=1)[C:8]1[CH:13]=[CH:12][CH:11]=[CH:10][CH:9]=1, predict the reactants needed to synthesize it. The reactants are: [Si:1]([O:18][CH2:19][C:20]1[C:25]([N:26]2[CH2:31][C@H:30]([CH3:32])[O:29][C@H:28]([CH3:33])[CH2:27]2)=[C:24]([F:34])[C:23]([F:35])=[CH:22][CH:21]=1)([C:14]([CH3:17])([CH3:16])[CH3:15])([C:8]1[CH:13]=[CH:12][CH:11]=[CH:10][CH:9]=1)[C:2]1[CH:7]=[CH:6][CH:5]=[CH:4][CH:3]=1.[Cl:36][CH2:37][C:38](N(OC)C)=[O:39]. (2) Given the product [CH3:1][O:2][C:3](=[O:30])[C:4]1[CH:9]=[CH:8][CH:7]=[CH:6][C:5]=1[C:10]([N:12]1[CH2:16][CH:15]([NH2:17])[CH2:14][O:13]1)=[O:11], predict the reactants needed to synthesize it. The reactants are: [CH3:1][O:2][C:3](=[O:30])[C:4]1[CH:9]=[CH:8][CH:7]=[CH:6][C:5]=1[C:10]([N:12]1[CH2:16][CH:15]([NH:17]S(C2C=CC=CC=2[N+]([O-])=O)(=O)=O)[CH2:14][O:13]1)=[O:11].C1(S)C=CC=CC=1.C([O-])([O-])=O.[K+].[K+].CO. (3) Given the product [CH3:26][S:27]([C:30]1[CH:31]=[C:32]([NH:36][C:13]([C:12]2[CH:11]=[N:10][N:9]3[C:4]([CH:1]4[CH2:3][CH2:2]4)=[CH:5][C:6]([C:16]4[CH:21]=[CH:20][C:19]([C:22]([F:23])([F:24])[F:25])=[CH:18][CH:17]=4)=[N:7][C:8]=23)=[O:15])[CH:33]=[CH:34][CH:35]=1)(=[O:28])=[O:29], predict the reactants needed to synthesize it. The reactants are: [CH:1]1([C:4]2[N:9]3[N:10]=[CH:11][C:12]([C:13]([OH:15])=O)=[C:8]3[N:7]=[C:6]([C:16]3[CH:21]=[CH:20][C:19]([C:22]([F:25])([F:24])[F:23])=[CH:18][CH:17]=3)[CH:5]=2)[CH2:3][CH2:2]1.[CH3:26][S:27]([C:30]1[CH:31]=[C:32]([NH2:36])[CH:33]=[CH:34][CH:35]=1)(=[O:29])=[O:28]. (4) Given the product [Cl:34][C:35]1[CH:42]=[CH:41][CH:40]=[C:39]([Cl:43])[C:36]=1[CH2:37][C:2]1[N:12]=[C:11]([NH:13][C:14]2[CH:23]=[C:22]3[C:17]([CH2:18][CH2:19][N:20]([C:24]([O:26][C:27]([CH3:30])([CH3:29])[CH3:28])=[O:25])[CH2:21]3)=[CH:16][C:15]=2[O:31][CH3:32])[C:5]2[C:6](=[O:10])[NH:7][N:8]=[CH:9][C:4]=2[CH:3]=1, predict the reactants needed to synthesize it. The reactants are: Cl[C:2]1[N:12]=[C:11]([NH:13][C:14]2[CH:23]=[C:22]3[C:17]([CH2:18][CH2:19][N:20]([C:24]([O:26][C:27]([CH3:30])([CH3:29])[CH3:28])=[O:25])[CH2:21]3)=[CH:16][C:15]=2[O:31][CH3:32])[C:5]2[C:6](=[O:10])[NH:7][N:8]=[CH:9][C:4]=2[CH:3]=1.[Br-].[Cl:34][C:35]1[CH:42]=[CH:41][CH:40]=[C:39]([Cl:43])[C:36]=1[CH2:37][Zn+].O. (5) Given the product [ClH:33].[C:1]([NH:6][C:7]1[S:8][C:9]2[CH:15]=[C:14]([O:16][S:17]([C:20]3[CH:25]=[CH:24][C:23]([NH:27][CH2:28][C:29]([OH:31])([CH3:32])[CH3:30])=[CH:22][CH:21]=3)(=[O:19])=[O:18])[CH:13]=[CH:12][C:10]=2[N:11]=1)(=[O:5])[CH2:2][CH2:3][CH3:4], predict the reactants needed to synthesize it. The reactants are: [C:1]([NH:6][C:7]1[S:8][C:9]2[CH:15]=[C:14]([O:16][S:17]([C:20]3[CH:25]=[CH:24][C:23](F)=[CH:22][CH:21]=3)(=[O:19])=[O:18])[CH:13]=[CH:12][C:10]=2[N:11]=1)(=[O:5])[CH2:2][CH2:3][CH3:4].[NH2:27][CH2:28][C:29]([CH3:32])([OH:31])[CH3:30].[ClH:33]. (6) Given the product [CH3:31][N:7]([CH3:6])[C:8]([C@H:10]([NH:12][C:13]([C:15]1[C:19]([Br:20])=[C:18]([NH:21][C:22](=[O:30])[C:23]2[CH:28]=[CH:27][CH:26]=[CH:25][C:24]=2[Cl:29])[NH:17][N:16]=1)=[O:14])[CH2:11][CH3:3])=[O:9], predict the reactants needed to synthesize it. The reactants are: N1C=C[CH:3]=N1.[CH3:6][N:7]([CH3:31])[C:8]([C@H:10]([NH:12][C:13]([C:15]1[C:19]([Br:20])=[C:18]([NH:21][C:22](=[O:30])[C:23]2[CH:28]=[CH:27][CH:26]=[CH:25][C:24]=2[Cl:29])[NH:17][N:16]=1)=[O:14])[CH3:11])=[O:9]. (7) Given the product [Cl:1][C:2]1[N:3]=[C:4]([N:11]2[CH2:12][CH2:13][O:14][CH2:15][CH2:16]2)[C:5]2[N:10]=[C:9]([CH:30]=[O:31])[S:8][C:6]=2[N:7]=1, predict the reactants needed to synthesize it. The reactants are: [Cl:1][C:2]1[N:3]=[C:4]([N:11]2[CH2:16][CH2:15][O:14][CH2:13][CH2:12]2)[C:5]2[N:10]=[CH:9][S:8][C:6]=2[N:7]=1.[Li+].C[Si]([N-][Si](C)(C)C)(C)C.CN([CH:30]=[O:31])C.Cl. (8) The reactants are: NC(C(O)=O)CCSC.C[O:11][C:12]1[CH:17]=[CH:16][C:15]([C:18]2[CH:19]=[N:20][O:21][CH:22]=2)=[CH:14][CH:13]=1.CS(O)(=O)=O. Given the product [O:21]1[CH:22]=[C:18]([C:15]2[CH:14]=[CH:13][C:12]([OH:11])=[CH:17][CH:16]=2)[CH:19]=[N:20]1, predict the reactants needed to synthesize it.